Dataset: Forward reaction prediction with 1.9M reactions from USPTO patents (1976-2016). Task: Predict the product of the given reaction. (1) The product is: [CH3:1][O:2][CH2:3][O:4][C:5]1[CH:10]=[C:9]([CH3:11])[C:8]([C:12]2[CH:17]=[CH:16][CH:15]=[C:14]([CH2:18][O:19][C:20]3[CH:21]=[C:22]4[C:26](=[CH:27][CH:28]=3)[CH:25]([CH2:29][C:30]#[N:31])[C:24]3([CH2:32][CH2:33]3)[CH2:23]4)[C:13]=2[CH3:34])=[C:7]([CH3:35])[CH:6]=1. Given the reactants [CH3:1][O:2][CH2:3][O:4][C:5]1[CH:10]=[C:9]([CH3:11])[C:8]([C:12]2[CH:17]=[CH:16][CH:15]=[C:14]([CH2:18][O:19][C:20]3[CH:21]=[C:22]4[C:26](=[CH:27][CH:28]=3)[C:25](=[CH:29][C:30]#[N:31])[C:24]3([CH2:33][CH2:32]3)[CH2:23]4)[C:13]=2[CH3:34])=[C:7]([CH3:35])[CH:6]=1.[Mg].II.Cl, predict the reaction product. (2) Given the reactants [Cl:1][C:2]1[CH:7]=[C:6](F)[C:5]([F:9])=[CH:4][C:3]=1[N+:10]([O-:12])=[O:11].[CH3:13][O:14][C:15]1[CH:32]=[CH:31][C:18]([CH2:19][N:20]2[C:24]3[N:25]=[CH:26][CH:27]=[C:28]([OH:29])[C:23]=3[C:22]([I:30])=[N:21]2)=[CH:17][CH:16]=1.C([O-])([O-])=O.[K+].[K+].CN(C=O)C, predict the reaction product. The product is: [CH3:13][O:14][C:15]1[CH:16]=[CH:17][C:18]([CH2:19][N:20]2[C:24]3=[N:25][CH:26]=[CH:27][C:28]([O:29][C:6]4[CH:7]=[C:2]([Cl:1])[C:3]([N+:10]([O-:12])=[O:11])=[CH:4][C:5]=4[F:9])=[C:23]3[C:22]([I:30])=[N:21]2)=[CH:31][CH:32]=1. (3) Given the reactants [CH3:1][O:2][C:3]1[C:4]([CH2:21][N:22]2[CH2:27][CH2:26][N:25](C(OC(C)(C)C)=O)[CH2:24][CH2:23]2)=[C:5]2[C:9](=[CH:10][CH:11]=1)[N:8]([S:12]([C:15]1[CH:20]=[CH:19][CH:18]=[CH:17][CH:16]=1)(=[O:14])=[O:13])[CH:7]=[CH:6]2.[C:35]([OH:41])([C:37]([F:40])([F:39])[F:38])=[O:36], predict the reaction product. The product is: [F:38][C:37]([F:40])([F:39])[C:35]([OH:41])=[O:36].[F:38][C:37]([F:40])([F:39])[C:35]([OH:41])=[O:36].[CH3:1][O:2][C:3]1[C:4]([CH2:21][N:22]2[CH2:27][CH2:26][NH:25][CH2:24][CH2:23]2)=[C:5]2[C:9](=[CH:10][CH:11]=1)[N:8]([S:12]([C:15]1[CH:16]=[CH:17][CH:18]=[CH:19][CH:20]=1)(=[O:13])=[O:14])[CH:7]=[CH:6]2. (4) Given the reactants [H-].[Na+].[Br:3][C:4]1[CH:9]=[CH:8][C:7]([C:10](=[O:17])[CH2:11][C:12]([O:14][CH2:15][CH3:16])=[O:13])=[C:6]([F:18])[C:5]=1[O:19][CH3:20].[CH:21]1([N:24]=[C:25]=[S:26])[CH2:23][CH2:22]1.[CH3:27]I, predict the reaction product. The product is: [Br:3][C:4]1[CH:9]=[CH:8][C:7]([C:10]([OH:17])=[C:11]([CH2:27][S:26][CH:25]=[N:24][CH:21]2[CH2:23][CH2:22]2)[C:12]([O:14][CH2:15][CH3:16])=[O:13])=[C:6]([F:18])[C:5]=1[O:19][CH3:20]. (5) Given the reactants [F:1][C:2]1[C:11]2[C:6](=[CH:7][C:8]([C@H:12]3[CH2:17][CH2:16][C@H:15]([CH2:18][CH2:19][CH3:20])[CH2:14][CH2:13]3)=[CH:9][CH:10]=2)[CH:5]=[CH:4][C:3]=1[C:21]1[CH:26]=[CH:25][C:24](F)=[C:23]([F:28])[CH:22]=1.BrC1C=CC([O:36]C)=C(F)C=1, predict the reaction product. The product is: [F:1][C:2]1[C:11]2[C:6](=[CH:7][C:8]([C@H:12]3[CH2:17][CH2:16][C@H:15]([CH2:18][CH2:19][CH3:20])[CH2:14][CH2:13]3)=[CH:9][CH:10]=2)[CH:5]=[CH:4][C:3]=1[C:21]1[CH:26]=[CH:25][C:24]([OH:36])=[C:23]([F:28])[CH:22]=1. (6) Given the reactants [C:1]1([CH:7]2[C:11]3([CH2:16][CH2:15][CH2:14][CH2:13][CH2:12]3)[O:10][C:9](=[O:17])[NH:8]2)[CH:6]=[CH:5][CH:4]=[CH:3][CH:2]=1.I[C:19]1[CH:37]=[CH:36][C:22]([C:23]([NH:25][C:26]2[CH:27]=[CH:28][CH:29]=[C:30]3[C:35]=2[N:34]=[CH:33][CH:32]=[CH:31]3)=[O:24])=[CH:21][CH:20]=1.C(=O)([O-])[O-].[K+].[K+].CO, predict the reaction product. The product is: [O:17]=[C:9]1[N:8]([C:19]2[CH:37]=[CH:36][C:22]([C:23]([NH:25][C:26]3[CH:27]=[CH:28][CH:29]=[C:30]4[C:35]=3[N:34]=[CH:33][CH:32]=[CH:31]4)=[O:24])=[CH:21][CH:20]=2)[CH:7]([C:1]2[CH:2]=[CH:3][CH:4]=[CH:5][CH:6]=2)[C:11]2([CH2:16][CH2:15][CH2:14][CH2:13][CH2:12]2)[O:10]1. (7) Given the reactants [F:1][C:2]([F:25])([F:24])[C:3]1[CH:19]=[C:18]([C:20]([F:23])([F:22])[F:21])[CH:17]=[CH:16][C:4]=1[CH2:5][O:6][C:7]1[CH:14]=[CH:13][C:10]([CH:11]=O)=[C:9]([Cl:15])[CH:8]=1.[S:26]1[CH2:30][C:29](=[O:31])[NH:28][C:27]1=[O:32].N1CCCCC1, predict the reaction product. The product is: [F:25][C:2]([F:1])([F:24])[C:3]1[CH:19]=[C:18]([C:20]([F:23])([F:22])[F:21])[CH:17]=[CH:16][C:4]=1[CH2:5][O:6][C:7]1[CH:14]=[CH:13][C:10](/[CH:11]=[C:30]2/[C:29](=[O:31])[NH:28][C:27](=[O:32])[S:26]/2)=[C:9]([Cl:15])[CH:8]=1. (8) The product is: [CH:1]1(/[C:4](=[N:30]\[OH:31])/[CH2:5][NH:6][C:7](=[O:28])[C:8]2[CH:13]=[C:12]([C:14]3[CH:19]=[CH:18][C:17]([Cl:20])=[C:16]([Cl:21])[CH:15]=3)[C:11]([O:22][CH2:23][C:24]([F:26])([F:25])[F:27])=[N:10][CH:9]=2)[CH2:2][CH2:3]1. Given the reactants [CH:1]1([C:4](=O)[CH2:5][NH:6][C:7](=[O:28])[C:8]2[CH:13]=[C:12]([C:14]3[CH:19]=[CH:18][C:17]([Cl:20])=[C:16]([Cl:21])[CH:15]=3)[C:11]([O:22][CH2:23][C:24]([F:27])([F:26])[F:25])=[N:10][CH:9]=2)[CH2:3][CH2:2]1.[NH2:30][OH:31], predict the reaction product. (9) Given the reactants [C:1]([NH:4][C:5]1[C:6]([NH2:14])=[C:7](B(O)O)[CH:8]=[CH:9][CH:10]=1)(=[O:3])[CH3:2].Br[C:16]1[NH:17][C:18]2[C:23]([C:24]=1[CH:25]1[CH2:30][CH2:29][CH2:28][CH2:27][CH2:26]1)=[CH:22][CH:21]=[C:20]([C:31]([O-:33])=[O:32])[CH:19]=2.N1C2C(=CC=C(C(OC)=O)C=2)C=[CH:35]1.C([O-])([O-])=O.[Na+].[Na+], predict the reaction product. The product is: [C:1]([NH:4][C:5]1[C:6]([NH2:14])=[C:7]([C:16]2[NH:17][C:18]3[C:23]([C:24]=2[CH:25]2[CH2:30][CH2:29][CH2:28][CH2:27][CH2:26]2)=[CH:22][CH:21]=[C:20]([C:31]([O:33][CH3:35])=[O:32])[CH:19]=3)[CH:8]=[CH:9][CH:10]=1)(=[O:3])[CH3:2]. (10) Given the reactants [CH2:1](Cl)[CH2:2][CH2:3][CH2:4][C:5]#[C:6]/[CH:7]=[CH:8]\[CH2:9][CH3:10].[C:12]([O-:15])(=[O:14])[CH3:13].[Na+].CN(C)C(=O)C, predict the reaction product. The product is: [C:12]([O:15][CH2:1][CH2:2][CH2:3][CH2:4][C:5]#[C:6]/[CH:7]=[CH:8]\[CH2:9][CH3:10])(=[O:14])[CH3:13].